Task: Predict the reactants needed to synthesize the given product.. Dataset: Full USPTO retrosynthesis dataset with 1.9M reactions from patents (1976-2016) (1) Given the product [ClH:4].[CH2:2]([N:33]1[CH2:34][CH2:35][N:30]([C:27]2[CH:28]=[CH:29][C:24]([CH2:23][N:11]3[C:12]4=[N:13][C:14]5[C:19]([C:20](=[O:22])[N:21]4[CH:9]([CH2:5][CH:6]([CH3:8])[CH3:7])[C:10]3=[O:36])=[CH:18][CH:17]=[CH:16][CH:15]=5)=[CH:25][CH:26]=2)[CH2:31][CH2:32]1)[CH3:3], predict the reactants needed to synthesize it. The reactants are: I[CH2:2][CH3:3].[ClH:4].[CH2:5]([CH:9]1[N:21]2[C:12](=[N:13][C:14]3[C:19]([C:20]2=[O:22])=[CH:18][CH:17]=[CH:16][CH:15]=3)[N:11]([CH2:23][C:24]2[CH:29]=[CH:28][C:27]([N:30]3[CH2:35][CH2:34][NH:33][CH2:32][CH2:31]3)=[CH:26][CH:25]=2)[C:10]1=[O:36])[CH:6]([CH3:8])[CH3:7].C(=O)([O-])[O-].[Na+].[Na+]. (2) Given the product [CH2:20]([C:14]1[CH:15]=[N:3][N:2]([CH2:4][C:5]([O:7][CH2:8][CH3:9])=[O:6])[C:12]=1[OH:13])[CH3:21], predict the reactants needed to synthesize it. The reactants are: Cl.[NH:2]([CH2:4][C:5]([O:7][CH2:8][CH3:9])=[O:6])[NH2:3].[OH-].[Na+].[CH:12]([CH:14]([CH2:20][CH3:21])[C:15](OCC)=O)=[O:13].